This data is from Forward reaction prediction with 1.9M reactions from USPTO patents (1976-2016). The task is: Predict the product of the given reaction. (1) Given the reactants Cl[C:2]1[C:6]2[CH:7]=[CH:8][CH:9]=[CH:10][C:5]=2[O:4][N:3]=1.[NH2:11][CH2:12][CH:13]1[CH2:18][CH2:17][N:16]([CH2:19][C:20]2[CH:25]=[CH:24][CH:23]=[CH:22][CH:21]=2)[CH2:15][CH2:14]1.C([O-])([O-])=O.[K+].[K+].O, predict the reaction product. The product is: [C:20]1([CH2:19][N:16]2[CH2:17][CH2:18][CH:13]([CH2:12][NH:11][C:2]3[C:6]4[CH:7]=[CH:8][CH:9]=[CH:10][C:5]=4[O:4][N:3]=3)[CH2:14][CH2:15]2)[CH:21]=[CH:22][CH:23]=[CH:24][CH:25]=1. (2) Given the reactants C1([C:7]2[NH:11][C:10]3[C:12]([C:16]([O:18]C)=[O:17])=[CH:13][CH:14]=[CH:15][C:9]=3[N:8]=2)C=CC=CC=1.[OH-].[Na+].Cl, predict the reaction product. The product is: [C:9]1([N:11]2[C:10]3[C:12]([C:16]([OH:18])=[O:17])=[CH:13][CH:14]=[CH:15][C:9]=3[N:8]=[CH:7]2)[CH:15]=[CH:14][CH:13]=[CH:12][CH:10]=1. (3) Given the reactants [Si:1]([O:8][CH2:9][CH2:10][CH2:11][CH2:12][CH2:13][CH2:14][C:15]#[CH:16])([C:4]([CH3:7])([CH3:6])[CH3:5])([CH3:3])[CH3:2].C([Li])CCC.[CH3:22][O:23][C:24]1[CH:33]=[C:32]2[C:27]([C:28](=[O:43])[C:29]([C:35]3[CH:40]=[CH:39][C:38]([O:41][CH3:42])=[CH:37][CH:36]=3)([CH3:34])[CH2:30][S:31]2)=[CH:26][CH:25]=1.O, predict the reaction product. The product is: [Si:1]([O:8][CH2:9][CH2:10][CH2:11][CH2:12][CH2:13][CH2:14][C:15]#[C:16][C:28]1([OH:43])[C:27]2[C:32](=[CH:33][C:24]([O:23][CH3:22])=[CH:25][CH:26]=2)[S:31][CH2:30][C:29]1([C:35]1[CH:36]=[CH:37][C:38]([O:41][CH3:42])=[CH:39][CH:40]=1)[CH3:34])([C:4]([CH3:5])([CH3:6])[CH3:7])([CH3:3])[CH3:2].